This data is from Full USPTO retrosynthesis dataset with 1.9M reactions from patents (1976-2016). The task is: Predict the reactants needed to synthesize the given product. (1) Given the product [NH2:1][C:2]1[C:11]([N:12]2[CH2:17][CH2:16][O:15][CH2:14][CH2:13]2)=[CH:10][C:9]2[C:4](=[CH:5][CH:6]=[C:7]([C:18]3[C:23]([C:45]#[C:50][C:51]([CH3:52])([CH3:53])[CH3:66])=[CH:22][CH:21]=[CH:20][C:19]=3[C:25]([N:27]3[CH2:31][CH2:30][CH2:29][CH2:28]3)=[O:26])[CH:8]=2)[N:3]=1, predict the reactants needed to synthesize it. The reactants are: [NH2:1][C:2]1[C:11]([N:12]2[CH2:17][CH2:16][O:15][CH2:14][CH2:13]2)=[CH:10][C:9]2[C:4](=[CH:5][CH:6]=[C:7]([C:18]3[C:23](Cl)=[CH:22][CH:21]=[CH:20][C:19]=3[C:25]([N:27]3[CH2:31][CH2:30][CH2:29][CH2:28]3)=[O:26])[CH:8]=2)[N:3]=1.C1(P(C2CCCCC2)C2C=CC=CC=2[C:45]2[C:50]([CH:51]([CH3:53])[CH3:52])=[CH:45][C:50]([CH:51]([CH3:53])[CH3:52])=[CH:45][C:50]=2[CH:51]([CH3:53])[CH3:52])CCCCC1.[C:66](=O)([O-])[O-].[Cs+].[Cs+].C#CCCCC. (2) Given the product [F:24][C:22]([F:23])([F:25])[C:19]1[CH:18]=[CH:17][C:16]([CH2:15][N:7]2[C:8]3[C:13](=[CH:12][CH:11]=[CH:10][CH:9]=3)[CH:14]=[C:6]2[C:4]([OH:5])=[O:3])=[CH:21][CH:20]=1, predict the reactants needed to synthesize it. The reactants are: C([O:3][C:4]([C:6]1[N:7]([CH2:15][C:16]2[CH:21]=[CH:20][C:19]([C:22]([F:25])([F:24])[F:23])=[CH:18][CH:17]=2)[C:8]2[C:13]([CH:14]=1)=[CH:12][CH:11]=[CH:10][CH:9]=2)=[O:5])C.[OH-].[K+].O.Cl. (3) Given the product [NH2:1][C:2]1[C:7]([C:27]2[CH:32]=[CH:31][CH:30]=[CH:29][CH:28]=2)=[CH:6][C:5]([CH3:8])=[CH:4][N:3]=1, predict the reactants needed to synthesize it. The reactants are: [NH2:1][C:2]1[CH:7]=[CH:6][C:5]([CH3:8])=[CH:4][N:3]=1.BrNC(=O)CCC(N)=O.NC1C(Br)=CC(C)=CN=1.[C:27]1(B(O)O)[CH:32]=[CH:31][CH:30]=[CH:29][CH:28]=1.C(=O)([O-])[O-].[K+].[K+].